Dataset: Reaction yield outcomes from USPTO patents with 853,638 reactions. Task: Predict the reaction yield, written as a fraction of the theoretical maximum amount of product (1.0 means a 100% yield; for example, 0.34 means a 34% yield). The reactants are [CH3:1][C:2]1[N:3]([CH2:29][C:30]([O:32]C)=[O:31])[C:4]([CH3:28])=[C:5]([S:13][C:14]2[CH:19]=[CH:18][CH:17]=[CH:16][C:15]=2[S:20]([N:23]2[CH2:27][CH2:26][CH2:25][CH2:24]2)(=[O:22])=[O:21])[C:6]=1[C:7]1[CH:12]=[CH:11][CH:10]=[CH:9][CH:8]=1.[OH-].[Na+]. No catalyst specified. The product is [CH3:1][C:2]1[N:3]([CH2:29][C:30]([OH:32])=[O:31])[C:4]([CH3:28])=[C:5]([S:13][C:14]2[CH:19]=[CH:18][CH:17]=[CH:16][C:15]=2[S:20]([N:23]2[CH2:24][CH2:25][CH2:26][CH2:27]2)(=[O:22])=[O:21])[C:6]=1[C:7]1[CH:12]=[CH:11][CH:10]=[CH:9][CH:8]=1. The yield is 0.640.